Dataset: Full USPTO retrosynthesis dataset with 1.9M reactions from patents (1976-2016). Task: Predict the reactants needed to synthesize the given product. (1) Given the product [Cl:1][C:2]1[N:10]([CH2:11][CH:12]=[CH2:13])[C:9]2[C:8](=[O:14])[NH:7][C:6](=[O:15])[N:5]([CH2:23][CH2:24][CH2:25][C:26]([F:29])([F:28])[F:27])[C:4]=2[N:3]=1, predict the reactants needed to synthesize it. The reactants are: [Cl:1][C:2]1[N:10]([CH2:11][CH:12]=[CH2:13])[C:9]2[C:8](=[O:14])[NH:7][C:6](=[O:15])[NH:5][C:4]=2[N:3]=1.C(=O)([O-])[O-].[Na+].[Na+].Br[CH2:23][CH2:24][CH2:25][C:26]([F:29])([F:28])[F:27]. (2) Given the product [F:25][C:2]([F:1])([F:24])[C:3]([C:9]1[CH:10]=[CH:11][C:12]([C:27]2[CH:28]=[CH:29][C:30]([NH:33][C:34]([N:36]3[CH2:37][CH2:38][N:39]([CH2:42][C:43]4[CH:44]=[CH:45][N:46]=[CH:47][CH:48]=4)[CH2:40][CH2:41]3)=[O:35])=[CH:31][CH:32]=2)=[CH:13][CH:14]=1)([OH:8])[C:4]([F:7])([F:6])[F:5].[C:49]([OH:50])([C:2]([F:25])([F:24])[F:1])=[O:52], predict the reactants needed to synthesize it. The reactants are: [F:1][C:2]([F:25])([F:24])[C:3]([C:9]1[CH:14]=[CH:13][C:12](B2OC(C)(C)C(C)(C)O2)=[CH:11][CH:10]=1)([OH:8])[C:4]([F:7])([F:6])[F:5].Br[C:27]1[CH:32]=[CH:31][C:30]([NH:33][C:34]([N:36]2[CH2:41][CH2:40][N:39]([CH2:42][C:43]3[CH:48]=[CH:47][N:46]=[CH:45][CH:44]=3)[CH2:38][CH2:37]2)=[O:35])=[CH:29][CH:28]=1.[C:49](=[O:52])([O-])[O-:50].[K+].[K+]. (3) Given the product [O:7]=[C:1](/[CH:8]=[CH:9]/[CH3:10])[CH2:2][CH2:3][C:4]([OH:6])=[O:5], predict the reactants needed to synthesize it. The reactants are: [C:1]1(=[O:7])[O:6][C:4](=[O:5])[CH2:3][CH2:2]1.[CH:8]([Mg]Br)=[CH:9][CH3:10].Cl. (4) Given the product [F:10][C:7]([F:8])([F:9])[C:6]([N:24]1[CH2:25][C:26]2([CH2:31][CH2:30][N:29]([C:32]([O:34][C:35]([CH3:38])([CH3:37])[CH3:36])=[O:33])[CH2:28][CH2:27]2)[O:21][CH2:22][CH2:23]1)=[O:11], predict the reactants needed to synthesize it. The reactants are: [F:8][C:7]([F:10])([F:9])[C:6](O[C:6](=[O:11])[C:7]([F:10])([F:9])[F:8])=[O:11].C(N(CC)CC)C.[O:21]1[C:26]2([CH2:31][CH2:30][N:29]([C:32]([O:34][C:35]([CH3:38])([CH3:37])[CH3:36])=[O:33])[CH2:28][CH2:27]2)[CH2:25][NH:24][CH2:23][CH2:22]1.O. (5) Given the product [OH:10][C:7]1[C:8]([C:11](=[O:13])[CH3:12])=[CH:9][C:3]2[O:2][CH2:1][O:5][C:4]=2[CH:6]=1, predict the reactants needed to synthesize it. The reactants are: [CH2:1]1[O:5][C:4]2[CH:6]=[C:7]([OH:10])[CH:8]=[CH:9][C:3]=2[O:2]1.[C:11]([O-])(=[O:13])[CH3:12].[Na+]. (6) Given the product [CH3:1][O:2][C:3]1[CH:11]=[C:10]2[C:6]([C:7]3([CH2:17][CH2:16][CH2:15][N:14]4[CH:18]=[N:19][CH:20]=[C:13]34)[C:8](=[O:12])[N:9]2[C:24]([O:26][CH3:27])=[O:25])=[CH:5][CH:4]=1, predict the reactants needed to synthesize it. The reactants are: [CH3:1][O:2][C:3]1[CH:11]=[C:10]2[C:6]([C:7]3([CH2:17][CH2:16][CH2:15][N:14]4[CH:18]=[N:19][CH:20]=[C:13]34)[C:8](=[O:12])[NH:9]2)=[CH:5][CH:4]=1.[H-].[Na+].Cl[C:24]([O:26][CH3:27])=[O:25]. (7) Given the product [C:1]([O:5][C:6](=[O:25])[NH:7][CH:8]1[CH2:13][C@@H:12]([C:14]2[CH:19]=[C:18]([F:20])[CH:17]=[C:16]([F:21])[C:15]=2[F:22])[C@@H:11]([CH3:23])[N:10]([CH2:45][C:41]([F:44])([F:43])[F:42])[C:9]1=[O:24])([CH3:2])([CH3:4])[CH3:3], predict the reactants needed to synthesize it. The reactants are: [C:1]([O:5][C:6](=[O:25])[NH:7][CH:8]1[CH2:13][C@@H:12]([C:14]2[CH:19]=[C:18]([F:20])[CH:17]=[C:16]([F:21])[C:15]=2[F:22])[C@@H:11]([CH3:23])[NH:10][C:9]1=[O:24])([CH3:4])([CH3:3])[CH3:2].CN1C(=O)N(C)CCC1.C(O[Li])(C)(C)C.[C:41]([CH2:45]OS(C(F)(F)F)(=O)=O)([F:44])([F:43])[F:42]. (8) Given the product [ClH:14].[NH2:1][CH2:2][C:3]1[CH:11]=[CH:10][C:6]([C:7]([O:9][CH3:16])=[O:8])=[CH:5][N:4]=1, predict the reactants needed to synthesize it. The reactants are: [NH2:1][CH2:2][C:3]1[CH:11]=[CH:10][C:6]([C:7]([OH:9])=[O:8])=[CH:5][N:4]=1.S(Cl)([Cl:14])=O.[CH3:16]O.